This data is from Reaction yield outcomes from USPTO patents with 853,638 reactions. The task is: Predict the reaction yield, written as a fraction of the theoretical maximum amount of product (1.0 means a 100% yield; for example, 0.34 means a 34% yield). (1) The reactants are Cl[C:2]1[C:3]2[CH:20]=[CH:19][C:18](=[O:21])[N:17]([C:22]3[C:27]([F:28])=[CH:26][CH:25]=[CH:24][C:23]=3[F:29])[C:4]=2[N:5]=[C:6]([NH:8][CH2:9][CH2:10][CH2:11][N:12]([CH2:15][CH3:16])[CH2:13][CH3:14])[N:7]=1.CC1(C)C(C)(C)OB([C:38]2[CH:46]=[CH:45][C:41]([C:42]([OH:44])=[O:43])=[CH:40][CH:39]=2)O1.C(=O)([O-])[O-].[K+].[K+]. The catalyst is O1CCOCC1.O.C1C=CC([P]([Pd]([P](C2C=CC=CC=2)(C2C=CC=CC=2)C2C=CC=CC=2)([P](C2C=CC=CC=2)(C2C=CC=CC=2)C2C=CC=CC=2)[P](C2C=CC=CC=2)(C2C=CC=CC=2)C2C=CC=CC=2)(C2C=CC=CC=2)C2C=CC=CC=2)=CC=1. The product is [CH2:13]([N:12]([CH2:15][CH3:16])[CH2:11][CH2:10][CH2:9][NH:8][C:6]1[N:7]=[C:2]([C:38]2[CH:46]=[CH:45][C:41]([C:42]([OH:44])=[O:43])=[CH:40][CH:39]=2)[C:3]2[CH:20]=[CH:19][C:18](=[O:21])[N:17]([C:22]3[C:27]([F:28])=[CH:26][CH:25]=[CH:24][C:23]=3[F:29])[C:4]=2[N:5]=1)[CH3:14]. The yield is 0.720. (2) No catalyst specified. The product is [Cl:7][C:8]1[N:9]=[C:10]([N:1]2[CH2:6][CH2:5][O:4][CH2:3][CH2:2]2)[C:11]2[S:16][CH:15]=[CH:14][C:12]=2[N:13]=1. The reactants are [NH:1]1[CH2:6][CH2:5][O:4][CH2:3][CH2:2]1.[Cl:7][C:8]1[N:9]=[C:10](Cl)[C:11]2[S:16][CH:15]=[CH:14][C:12]=2[N:13]=1. The yield is 0.940. (3) The reactants are [Cl:1][C:2]1[N:7]=[CH:6][C:5]([CH2:8][N:9]([CH2:16][CH2:17][CH2:18]I)[C:10]2[CH2:14][O:13][C:12](=[O:15])[CH:11]=2)=[CH:4][CH:3]=1.C([N-]C(C)C)(C)C.[Li+].CO. The catalyst is O1CCCC1. The product is [Cl:1][C:2]1[N:7]=[CH:6][C:5]([CH2:8][N:9]2[CH2:16][CH2:17][CH2:18][CH:14]3[O:13][C:12](=[O:15])[CH:11]=[C:10]23)=[CH:4][CH:3]=1. The yield is 0.850.